Dataset: Catalyst prediction with 721,799 reactions and 888 catalyst types from USPTO. Task: Predict which catalyst facilitates the given reaction. (1) Reactant: ClC(Cl)(Cl)C([C:5]1[NH:6][CH:7]=[C:8]([Cl:10])[CH:9]=1)=O.[CH3:13][O-:14].[Na+].[CH3:16][OH:17]. Product: [Cl:10][C:8]1[CH:9]=[C:5]([C:13]([O:17][CH3:16])=[O:14])[NH:6][CH:7]=1. The catalyst class is: 2. (2) Reactant: C([O:5][C:6]([CH:8]1[NH:12][CH:11]([CH2:13][C:14]([CH3:17])([CH3:16])[CH3:15])[C:10]2([C:25]3[C:20](=[CH:21][C:22]([Cl:27])=[C:23]([F:26])[CH:24]=3)[NH:19][C:18]2=[O:28])[CH:9]1[C:29]1[CH:34]=[CH:33][CH:32]=[C:31]([Cl:35])[C:30]=1[F:36])=[O:7])(C)(C)C.[F:37][C:38]([F:43])([F:42])[C:39]([OH:41])=[O:40]. Product: [F:37][C:38]([F:43])([F:42])[C:39]([OH:41])=[O:40].[Cl:27][C:22]1[CH:21]=[C:20]2[NH:19][C:18](=[O:28])[C:10]3([CH:9]([C:29]4[CH:34]=[CH:33][CH:32]=[C:31]([Cl:35])[C:30]=4[F:36])[CH:8]([C:6]([OH:7])=[O:5])[NH:12][CH:11]3[CH2:13][C:14]([CH3:15])([CH3:16])[CH3:17])[C:25]2=[CH:24][C:23]=1[F:26]. The catalyst class is: 4.